Dataset: Full USPTO retrosynthesis dataset with 1.9M reactions from patents (1976-2016). Task: Predict the reactants needed to synthesize the given product. (1) Given the product [F:42][C:37]1[CH:38]=[CH:39][CH:40]=[CH:41][C:36]=1[CH2:35][CH2:34][N:7]1[C:8]2[CH:9]=[CH:10][C:2]([Cl:1])=[CH:3][C:4]=2[C:5]2[CH2:15][CH2:14][N:13]([CH3:16])[CH2:12][CH2:11][C:6]1=2, predict the reactants needed to synthesize it. The reactants are: [Cl:1][C:2]1[CH:10]=[CH:9][C:8]2[NH:7][C:6]3[CH2:11][CH2:12][N:13]([CH3:16])[CH2:14][CH2:15][C:5]=3[C:4]=2[CH:3]=1.N1CCC[C@H]1C(O)=O.[O-]P([O-])([O-])=O.[K+].[K+].[K+].Br[CH2:34][CH2:35][C:36]1[CH:41]=[CH:40][CH:39]=[CH:38][C:37]=1[F:42]. (2) Given the product [Cl:1][C:2]1[CH:7]=[CH:6][C:5]([CH:8]([CH:11]=[O:12])[C:9]#[N:10])=[CH:4][CH:3]=1, predict the reactants needed to synthesize it. The reactants are: [Cl:1][C:2]1[CH:7]=[CH:6][C:5]([CH2:8][C:9]#[N:10])=[CH:4][CH:3]=1.[CH:11](OCC)=[O:12]. (3) Given the product [F:25][C:16]1[C:15]([O:14][CH2:13][C:11]2[S:10][C:8]3[C:7]([N:12]=2)=[CH:6][CH:5]=[C:4]([CH2:1][CH2:2][CH3:3])[N:9]=3)=[CH:23][CH:22]=[C:21]([F:24])[C:17]=1[C:18]([NH2:20])=[O:19], predict the reactants needed to synthesize it. The reactants are: [CH2:1]([C:4]1[N:9]=[C:8]2[S:10][C:11]([CH2:13][O:14][C:15]3[C:16]([F:25])=[C:17]([C:21]([F:24])=[CH:22][CH:23]=3)[C:18]([NH2:20])=[O:19])=[N:12][C:7]2=[CH:6][CH:5]=1)[CH:2]=[CH2:3]. (4) Given the product [Br-:36].[CH2:24]([P+:7]([C:1]1[CH:2]=[CH:3][CH:4]=[CH:5][CH:6]=1)([C:8]1[CH:13]=[CH:12][CH:11]=[CH:10][CH:9]=1)[C:14]1[CH:15]=[CH:16][CH:17]=[CH:18][CH:19]=1)[CH:23]=[C:21]([CH2:25][CH2:26][CH:27]=[C:28]([CH2:30][CH2:31][CH:32]=[C:33]([CH3:34])[CH3:35])[CH3:29])[CH3:22], predict the reactants needed to synthesize it. The reactants are: [C:1]1([P:7]([C:14]2[CH:19]=[CH:18][CH:17]=[CH:16][CH:15]=2)[C:8]2[CH:13]=[CH:12][CH:11]=[CH:10][CH:9]=2)[CH:6]=[CH:5][CH:4]=[CH:3][CH:2]=1.O[C:21]([CH2:25][CH2:26][CH:27]=[C:28]([CH2:30][CH2:31][CH:32]=[C:33]([CH3:35])[CH3:34])[CH3:29])([CH:23]=[CH2:24])[CH3:22].[BrH:36].[OH-].[Na+]. (5) Given the product [CH3:1][C@:2]12[O:25][C@:3]31[C@:15]([CH3:20])([CH2:16][CH2:17][C:18]2=[O:19])[C@@H:14]1[C@H:6]([C@H:7]2[C@@:11]([CH2:12][CH2:13]1)([CH3:21])[C@@H:10]([OH:22])[CH2:9][CH2:8]2)[CH2:5][CH2:4]3, predict the reactants needed to synthesize it. The reactants are: [CH3:1][C:2]1[C:18](=[O:19])[CH2:17][CH2:16][C@@:15]2([CH3:20])[C:3]=1[CH2:4][CH2:5][C@@H:6]1[C@@H:14]2[CH2:13][CH2:12][C@@:11]2([CH3:21])[C@H:7]1[CH2:8][CH2:9][C@@H:10]2[OH:22].OO.[O-:25]S([O-])=O.[Na+].[Na+].[Na+].[Cl-]. (6) Given the product [CH3:1][O:2][C:3]1[CH:8]=[CH:7][C:6]([N:9]2[C:13]([C:14]3[CH:15]=[C:16]([CH3:22])[CH:17]=[CH:18][C:19]=3[O:20][CH3:21])=[CH:12][C:11]([CH:23]3[CH2:28][CH2:27][N:26]([C:33](=[O:39])[N:50]([OH:51])[CH3:49])[CH2:25][CH2:24]3)=[N:10]2)=[CH:5][CH:4]=1, predict the reactants needed to synthesize it. The reactants are: [CH3:1][O:2][C:3]1[CH:8]=[CH:7][C:6]([N:9]2[C:13]([C:14]3[CH:15]=[C:16]([CH3:22])[CH:17]=[CH:18][C:19]=3[O:20][CH3:21])=[CH:12][C:11]([CH:23]3[CH2:28][CH2:27][NH:26][CH2:25][CH2:24]3)=[N:10]2)=[CH:5][CH:4]=1.ClC(Cl)(O[C:33](=[O:39])OC(Cl)(Cl)Cl)Cl.C(N(CC)CC)C.Cl.[CH3:49][NH:50][OH:51]. (7) Given the product [CH:1]1([C:4]2[N:5]=[C:6]3[C:12]([C:13]([OH:15])=[O:14])=[CH:11][NH:10][C:7]3=[N:8][CH:9]=2)[CH2:2][CH2:3]1, predict the reactants needed to synthesize it. The reactants are: [CH:1]1([C:4]2[N:5]=[C:6]3[C:12]([C:13]([OH:15])=[O:14])=[CH:11][N:10](COCC[Si](C)(C)C)[C:7]3=[N:8][CH:9]=2)[CH2:3][CH2:2]1.FC(F)(F)C(O)=O.